This data is from NCI-60 drug combinations with 297,098 pairs across 59 cell lines. The task is: Regression. Given two drug SMILES strings and cell line genomic features, predict the synergy score measuring deviation from expected non-interaction effect. (1) Drug 1: CCC1=CC2CC(C3=C(CN(C2)C1)C4=CC=CC=C4N3)(C5=C(C=C6C(=C5)C78CCN9C7C(C=CC9)(C(C(C8N6C)(C(=O)OC)O)OC(=O)C)CC)OC)C(=O)OC.C(C(C(=O)O)O)(C(=O)O)O. Drug 2: C1CCC(CC1)NC(=O)N(CCCl)N=O. Cell line: KM12. Synergy scores: CSS=52.5, Synergy_ZIP=-7.97, Synergy_Bliss=-10.4, Synergy_Loewe=-13.3, Synergy_HSA=-3.21. (2) Drug 1: C1=CC=C(C(=C1)C(C2=CC=C(C=C2)Cl)C(Cl)Cl)Cl. Drug 2: CN(CCCl)CCCl.Cl. Cell line: COLO 205. Synergy scores: CSS=25.2, Synergy_ZIP=-3.87, Synergy_Bliss=-1.16, Synergy_Loewe=-13.5, Synergy_HSA=-0.246. (3) Drug 1: CC1C(C(CC(O1)OC2CC(OC(C2O)C)OC3=CC4=CC5=C(C(=O)C(C(C5)C(C(=O)C(C(C)O)O)OC)OC6CC(C(C(O6)C)O)OC7CC(C(C(O7)C)O)OC8CC(C(C(O8)C)O)(C)O)C(=C4C(=C3C)O)O)O)O. Drug 2: CC1=C(C(=O)C2=C(C1=O)N3CC4C(C3(C2COC(=O)N)OC)N4)N. Cell line: TK-10. Synergy scores: CSS=40.8, Synergy_ZIP=-5.43, Synergy_Bliss=-3.64, Synergy_Loewe=-11.0, Synergy_HSA=-1.69. (4) Drug 2: C1CCC(C(C1)N)N.C(=O)(C(=O)[O-])[O-].[Pt+4]. Cell line: SF-295. Drug 1: C1=CC(=CC=C1CCC2=CNC3=C2C(=O)NC(=N3)N)C(=O)NC(CCC(=O)O)C(=O)O. Synergy scores: CSS=30.5, Synergy_ZIP=-3.45, Synergy_Bliss=-3.41, Synergy_Loewe=-0.845, Synergy_HSA=0.0141. (5) Drug 1: COC1=NC(=NC2=C1N=CN2C3C(C(C(O3)CO)O)O)N. Drug 2: C1CNP(=O)(OC1)N(CCCl)CCCl. Cell line: U251. Synergy scores: CSS=5.92, Synergy_ZIP=-0.200, Synergy_Bliss=-2.12, Synergy_Loewe=1.62, Synergy_HSA=-0.821. (6) Drug 1: CN1C2=C(C=C(C=C2)N(CCCl)CCCl)N=C1CCCC(=O)O.Cl. Drug 2: C1CN(CCN1C(=O)CCBr)C(=O)CCBr. Cell line: T-47D. Synergy scores: CSS=11.7, Synergy_ZIP=-3.73, Synergy_Bliss=2.87, Synergy_Loewe=-2.60, Synergy_HSA=1.42.